The task is: Predict the product of the given reaction.. This data is from Forward reaction prediction with 1.9M reactions from USPTO patents (1976-2016). Given the reactants Cl.[F:2][C:3]1([F:9])[CH:8]=C[CH:6]=[N:5][CH2:4]1.Cl[C:11]1[CH:16]=[C:15]([CH:17]2[CH2:22][CH2:21][N:20]([C:23]([O:25][C:26]([CH3:29])([CH3:28])[CH3:27])=[O:24])[CH2:19][CH2:18]2)[CH:14]=[C:13]([Cl:30])[N:12]=1.C(N(CC)C(C)C)(C)C, predict the reaction product. The product is: [Cl:30][C:13]1[CH:14]=[C:15]([CH:17]2[CH2:22][CH2:21][N:20]([C:23]([O:25][C:26]([CH3:29])([CH3:28])[CH3:27])=[O:24])[CH2:19][CH2:18]2)[CH:16]=[C:11]([N:5]2[CH2:6][CH2:8][C:3]([F:2])([F:9])[CH2:4]2)[N:12]=1.